This data is from Full USPTO retrosynthesis dataset with 1.9M reactions from patents (1976-2016). The task is: Predict the reactants needed to synthesize the given product. Given the product [C:54]([O:53][C:52]([NH:51][C:47]1([C:44]2[CH:45]=[CH:46][C:41]([C:2]3[N:6]4[C:7]5[CH:19]=[CH:18][CH:17]=[N:16][C:8]=5[NH:9][C:10]5[CH:15]=[CH:14][CH:13]=[CH:12][C:11]=5[C:5]4=[N:4][C:3]=3[CH2:20][C:21]([OH:23])=[O:22])=[CH:42][CH:43]=2)[CH2:50][CH2:49][CH2:48]1)=[O:58])([CH3:57])([CH3:55])[CH3:56], predict the reactants needed to synthesize it. The reactants are: Br[C:2]1[N:6]2[C:7]3[CH:19]=[CH:18][CH:17]=[N:16][C:8]=3[NH:9][C:10]3[CH:15]=[CH:14][CH:13]=[CH:12][C:11]=3[C:5]2=[N:4][C:3]=1[CH2:20][C:21]([O:23]C)=[O:22].C(O)C.C(=O)(O)[O-].[Na+].CC1(C)C(C)(C)OB([C:41]2[CH:46]=[CH:45][C:44]([C:47]3([NH:51][C:52](=[O:58])[O:53][C:54]([CH3:57])([CH3:56])[CH3:55])[CH2:50][CH2:49][CH2:48]3)=[CH:43][CH:42]=2)O1.